Dataset: Forward reaction prediction with 1.9M reactions from USPTO patents (1976-2016). Task: Predict the product of the given reaction. Given the reactants CO[CH:3](OC)[N:4]([CH3:6])[CH3:5].[Br:9][C:10]1[C:18]2[C:13](=[N:14][CH:15]=[N:16][C:17]=2[NH2:19])[N:12]([C:20]([CH3:23])([CH3:22])[CH3:21])[N:11]=1, predict the reaction product. The product is: [Br:9][C:10]1[C:18]2[C:13](=[N:14][CH:15]=[N:16][C:17]=2[N:19]=[CH:3][N:4]([CH3:6])[CH3:5])[N:12]([C:20]([CH3:23])([CH3:22])[CH3:21])[N:11]=1.